This data is from Peptide-MHC class I binding affinity with 185,985 pairs from IEDB/IMGT. The task is: Regression. Given a peptide amino acid sequence and an MHC pseudo amino acid sequence, predict their binding affinity value. This is MHC class I binding data. (1) The peptide sequence is DIVRVFNEY. The MHC is HLA-A02:01 with pseudo-sequence HLA-A02:01. The binding affinity (normalized) is 0.0847. (2) The peptide sequence is AISYCRAFIY. The MHC is HLA-A11:01 with pseudo-sequence HLA-A11:01. The binding affinity (normalized) is 0.584. (3) The peptide sequence is SMKGENVFI. The MHC is HLA-A33:01 with pseudo-sequence HLA-A33:01. The binding affinity (normalized) is 0. (4) The peptide sequence is TRYPLTFGW. The MHC is HLA-A30:02 with pseudo-sequence HLA-A30:02. The binding affinity (normalized) is 0. (5) The peptide sequence is LPTRCRLEI. The MHC is HLA-B51:01 with pseudo-sequence HLA-B51:01. The binding affinity (normalized) is 0.0847. (6) The peptide sequence is DFGYATMAK. The MHC is HLA-B08:02 with pseudo-sequence HLA-B08:02. The binding affinity (normalized) is 0.0847. (7) The peptide sequence is FANDKFTLV. The MHC is HLA-A02:02 with pseudo-sequence HLA-A02:02. The binding affinity (normalized) is 0.717. (8) The binding affinity (normalized) is 0. The MHC is HLA-A02:01 with pseudo-sequence HLA-A02:01. The peptide sequence is SVDFVVNGHT. (9) The peptide sequence is WPEIVGAIV. The MHC is HLA-B35:01 with pseudo-sequence HLA-B35:01. The binding affinity (normalized) is 0.699. (10) The peptide sequence is YSKRHFTLA. The MHC is H-2-Kb with pseudo-sequence H-2-Kb. The binding affinity (normalized) is 0.